Predict which catalyst facilitates the given reaction. From a dataset of Catalyst prediction with 721,799 reactions and 888 catalyst types from USPTO. (1) Reactant: [Br:1][C:2]1[S:6][C:5]([CH3:7])=[C:4]([CH2:8][C:9]2[CH:14]=[CH:13][C:12]([OH:15])=[CH:11][CH:10]=2)[CH:3]=1.[CH2:16](Br)[CH:17]=[CH2:18].C([O-])([O-])=O.[Cs+].[Cs+]. Product: [CH2:18]([O:15][C:12]1[CH:13]=[CH:14][C:9]([CH2:8][C:4]2[CH:3]=[C:2]([Br:1])[S:6][C:5]=2[CH3:7])=[CH:10][CH:11]=1)[CH:17]=[CH2:16]. The catalyst class is: 21. (2) Reactant: [H-].[Na+].[Br:3][C:4]1[CH:5]=[C:6]([CH:17]=[CH:18][C:19]=1[F:20])[CH2:7][NH:8][C:9]([C:11]1[N:12]=[CH:13][N:14]([CH3:16])[CH:15]=1)=[O:10].O1C[CH2:24][CH2:23][CH2:22]1. Product: [Br:3][C:4]1[CH:5]=[C:6]([CH:17]=[CH:18][C:19]=1[F:20])[CH2:7][N:8]([CH2:22][CH2:23][CH3:24])[C:9]([C:11]1[N:12]=[CH:13][N:14]([CH3:16])[CH:15]=1)=[O:10]. The catalyst class is: 6.